Dataset: Catalyst prediction with 721,799 reactions and 888 catalyst types from USPTO. Task: Predict which catalyst facilitates the given reaction. (1) Reactant: [NH2:1][C:2]1[N:3]=[C:4]([C:20]2[CH:21]=[C:22]([O:26][CH2:27][C@@H:28]([NH:36]P(C3C=CC=CC=3)(C3C=CC=CC=3)=O)[CH2:29][CH2:30][C:31]3[S:32][CH:33]=[CH:34][N:35]=3)[CH:23]=[N:24][CH:25]=2)[CH:5]=[C:6]2[C:11]=1[CH:10]=[N:9][C:8]1[CH:12]=[C:13]([O:18][CH3:19])[C:14]([O:16][CH3:17])=[CH:15][C:7]2=1.C(=O)([O-])[O-]. Product: [NH2:36][C@@H:28]([CH2:29][CH2:30][C:31]1[S:32][CH:33]=[CH:34][N:35]=1)[CH2:27][O:26][C:22]1[CH:21]=[C:20]([C:4]2[CH:5]=[C:6]3[C:11](=[C:2]([NH2:1])[N:3]=2)[CH:10]=[N:9][C:8]2[CH:12]=[C:13]([O:18][CH3:19])[C:14]([O:16][CH3:17])=[CH:15][C:7]3=2)[CH:25]=[N:24][CH:23]=1. The catalyst class is: 1. (2) Reactant: [CH3:1][C:2]1[CH:7]=[C:6]([O:8][CH2:9][CH2:10][N:11]2[CH2:16][CH2:15][O:14][CH2:13][CH2:12]2)[CH:5]=[C:4]([CH3:17])[C:3]=1[C:18]1[CH:23]=[CH:22][CH:21]=[C:20]([CH2:24][NH:25][C:26]2[CH:31]=[CH:30][C:29]([CH2:32][CH2:33][C:34]([OH:36])=[O:35])=[C:28]([F:37])[CH:27]=2)[CH:19]=1.[CH3:38][S:39]([OH:42])(=[O:41])=[O:40]. Product: [CH3:38][S:39]([OH:42])(=[O:41])=[O:40].[CH3:38][S:39]([OH:42])(=[O:41])=[O:40].[CH3:1][C:2]1[CH:7]=[C:6]([O:8][CH2:9][CH2:10][N:11]2[CH2:12][CH2:13][O:14][CH2:15][CH2:16]2)[CH:5]=[C:4]([CH3:17])[C:3]=1[C:18]1[CH:23]=[CH:22][CH:21]=[C:20]([CH2:24][NH:25][C:26]2[CH:31]=[CH:30][C:29]([CH2:32][CH2:33][C:34]([OH:36])=[O:35])=[C:28]([F:37])[CH:27]=2)[CH:19]=1. The catalyst class is: 13. (3) Reactant: [CH2:1]([O:3][C:4](=[O:20])[CH2:5][N:6]=[C:7]([C:14]1[CH:19]=[CH:18][CH:17]=[CH:16][CH:15]=1)[C:8]1[CH:13]=[CH:12][CH:11]=[CH:10][CH:9]=1)[CH3:2].[H-].[Na+].Cl[C:24]1[CH:29]=[C:28]([CH3:30])[N:27]=[C:26]([N:31]2[CH:35]=[CH:34][N:33]=[CH:32]2)[N:25]=1.O. Product: [CH2:1]([O:3][C:4](=[O:20])[CH:5]([N:6]=[C:7]([C:14]1[CH:19]=[CH:18][CH:17]=[CH:16][CH:15]=1)[C:8]1[CH:9]=[CH:10][CH:11]=[CH:12][CH:13]=1)[C:24]1[CH:29]=[C:28]([CH3:30])[N:27]=[C:26]([N:31]2[CH:35]=[CH:34][N:33]=[CH:32]2)[N:25]=1)[CH3:2]. The catalyst class is: 16.